This data is from Full USPTO retrosynthesis dataset with 1.9M reactions from patents (1976-2016). The task is: Predict the reactants needed to synthesize the given product. (1) Given the product [NH2:1][C:2]1[C:10]2[CH2:9][CH2:8][N:7]([C:11]3[CH:16]=[CH:15][C:14]([CH3:17])=[CH:13][CH:12]=3)[C:6](=[O:18])[C:5]=2[N:4]([C:19](=[O:22])[CH2:27][CH2:28][N:30]2[CH2:31][CH2:32][N:33]([C:36]3[CH:37]=[CH:38][CH:39]=[CH:40][C:41]=3[CH:11]3[CH2:16][CH2:15][CH2:14][CH2:13][CH2:12]3)[CH2:34][CH2:35]2)[N:3]=1, predict the reactants needed to synthesize it. The reactants are: [NH2:1][C:2]1[C:10]2[CH2:9][CH2:8][N:7]([C:11]3[CH:16]=[CH:15][C:14]([CH3:17])=[CH:13][CH:12]=3)[C:6](=[O:18])[C:5]=2[NH:4][N:3]=1.[C:19](=[O:22])([O-])[O-].[K+].[K+].ClC[CH2:27][C:28]([N:30]1[CH2:35][CH2:34][N:33]([C:36]2[CH:41]=[CH:40][C:39](C3CCCCC3)=[CH:38][CH:37]=2)[CH2:32][CH2:31]1)=O. (2) Given the product [CH:1]1([C:4]2[C:5]([O:13][CH2:14][C:15]([F:18])([F:17])[F:16])=[CH:6][C:7]([C:10]([NH:32][NH:31][C:25](=[O:30])[C:26]([CH3:29])([CH3:28])[CH3:27])=[O:12])=[N:8][CH:9]=2)[CH2:2][CH2:3]1, predict the reactants needed to synthesize it. The reactants are: [CH:1]1([C:4]2[C:5]([O:13][CH2:14][C:15]([F:18])([F:17])[F:16])=[CH:6][C:7]([C:10]([OH:12])=O)=[N:8][CH:9]=2)[CH2:3][CH2:2]1.C(Cl)(=O)C(Cl)=O.[C:25]([NH:31][NH2:32])(=[O:30])[C:26]([CH3:29])([CH3:28])[CH3:27].C(N(CC)CC)C.C([O-])(O)=O.[Na+]. (3) Given the product [F:43][C:40]([F:41])([F:42])[CH2:39][C:35]1[CH:34]=[C:33]([NH:32][C:10]2[N:11]=[C:12]([NH2:13])[NH:8][N:9]=2)[CH:38]=[CH:37][CH:36]=1, predict the reactants needed to synthesize it. The reactants are: COC1C=CC(C[N:8]2[C:12]([N:13](CC3C=CC(OC)=CC=3)CC3C=CC(OC)=CC=3)=[N:11][C:10]([NH:32][C:33]3[CH:38]=[CH:37][CH:36]=[C:35]([CH2:39][C:40]([F:43])([F:42])[F:41])[CH:34]=3)=[N:9]2)=CC=1.C(O)(C(F)(F)F)=O. (4) Given the product [CH:12]1([C:18]([C:20]2[CH:21]=[CH:22][C:23]([C:24]([NH:29][C:30]3[CH:35]=[CH:34][N:33]=[CH:32][CH:31]=3)=[O:26])=[CH:27][CH:28]=2)=[O:19])[CH2:13][CH2:14][CH2:15][CH2:16][CH2:17]1, predict the reactants needed to synthesize it. The reactants are: NC(C1SC(C(O)=O)=CC=1)C.[CH:12]1([C:18]([C:20]2[CH:28]=[CH:27][C:23]([C:24]([OH:26])=O)=[CH:22][CH:21]=2)=[O:19])[CH2:17][CH2:16][CH2:15][CH2:14][CH2:13]1.[NH2:29][C:30]1[CH:35]=[CH:34][N:33]=[CH:32][CH:31]=1. (5) The reactants are: [F:1][C:2]([F:17])([F:16])[C:3]1[CH:4]=[CH:5][C:6]([C:9]2[CH:14]=[CH:13][NH:12][C:11](=[O:15])[CH:10]=2)=[N:7][CH:8]=1.Br[C:19]1[CH:27]=[C:26]2[C:22]([C:23]3[CH2:41][CH2:40][N:39]([C:42]([O:44][C:45]([CH3:48])([CH3:47])[CH3:46])=[O:43])[CH2:38][C:24]=3[N:25]2[S:28]([C:31]2[CH:37]=[CH:36][C:34]([CH3:35])=[CH:33][CH:32]=2)(=[O:30])=[O:29])=[CH:21][CH:20]=1. Given the product [O:15]=[C:11]1[CH:10]=[C:9]([C:6]2[CH:5]=[CH:4][C:3]([C:2]([F:1])([F:16])[F:17])=[CH:8][N:7]=2)[CH:14]=[CH:13][N:12]1[C:19]1[CH:27]=[C:26]2[C:22]([C:23]3[CH2:41][CH2:40][N:39]([C:42]([O:44][C:45]([CH3:48])([CH3:47])[CH3:46])=[O:43])[CH2:38][C:24]=3[N:25]2[S:28]([C:31]2[CH:32]=[CH:33][C:34]([CH3:35])=[CH:36][CH:37]=2)(=[O:30])=[O:29])=[CH:21][CH:20]=1, predict the reactants needed to synthesize it. (6) The reactants are: [C:1](N1C=CN=C1)([N:3]1[CH:7]=[CH:6]N=C1)=[O:2].[NH2:13][CH2:14][C:15]1[N:20]=[C:19]([C:21]#[C:22][C:23]2[C:24]([NH:29][C:30]3[CH:35]=[CH:34][C:33]([O:36][CH2:37][C:38]4[CH:43]=[CH:42][CH:41]=[C:40]([F:44])[CH:39]=4)=[C:32]([Cl:45])[CH:31]=3)=[N:25][CH:26]=[N:27][CH:28]=2)[CH:18]=[CH:17][CH:16]=1.[C:46](O)(C(F)(F)F)=[O:47].CCN(C(C)C)C(C)C.COCCN. Given the product [Cl:45][C:32]1[CH:31]=[C:30]([CH:35]=[CH:34][C:33]=1[O:36][CH2:37][C:38]1[CH:43]=[CH:42][CH:41]=[C:40]([F:44])[CH:39]=1)[NH:29][C:24]1[C:23]([C:22]#[C:21][C:19]2[N:20]=[C:15]([CH2:14][NH:13][C:1]([NH:3][CH2:7][CH2:6][O:47][CH3:46])=[O:2])[CH:16]=[CH:17][CH:18]=2)=[CH:28][N:27]=[CH:26][N:25]=1, predict the reactants needed to synthesize it. (7) Given the product [Br:7][C:5]1[N:6]=[C:2]([N:12]2[CH2:17][CH2:16][O:15][CH2:14][CH2:13]2)[S:3][C:4]=1[S:8]([NH2:11])(=[O:10])=[O:9], predict the reactants needed to synthesize it. The reactants are: Br[C:2]1[S:3][C:4]([S:8]([NH2:11])(=[O:10])=[O:9])=[C:5]([Br:7])[N:6]=1.[NH:12]1[CH2:17][CH2:16][O:15][CH2:14][CH2:13]1.C(=O)([O-])[O-].[Cs+].[Cs+].